Dataset: Reaction yield outcomes from USPTO patents with 853,638 reactions. Task: Predict the reaction yield, written as a fraction of the theoretical maximum amount of product (1.0 means a 100% yield; for example, 0.34 means a 34% yield). (1) The reactants are Cl[CH:2]([C:31]1[C:32]([CH3:37])=[N:33][O:34][C:35]=1[CH3:36])[C:3]1[O:4][C:5]2[CH:11]=[CH:10][C:9]([CH2:12][C:13]([NH:15][CH:16]([C:23]3[CH:28]=[CH:27][C:26]([CH3:29])=[CH:25][C:24]=3[CH3:30])[C:17]3[CH:22]=[CH:21][CH:20]=[CH:19][CH:18]=3)=[O:14])=[CH:8][C:6]=2[CH:7]=1.[NH3:38]. No catalyst specified. The product is [NH2:38][CH:2]([C:31]1[C:32]([CH3:37])=[N:33][O:34][C:35]=1[CH3:36])[C:3]1[O:4][C:5]2[CH:11]=[CH:10][C:9]([CH2:12][C:13]([NH:15][CH:16]([C:23]3[CH:28]=[CH:27][C:26]([CH3:29])=[CH:25][C:24]=3[CH3:30])[C:17]3[CH:22]=[CH:21][CH:20]=[CH:19][CH:18]=3)=[O:14])=[CH:8][C:6]=2[CH:7]=1. The yield is 0.410. (2) The reactants are C(OC([NH:11][C:12]([CH3:28])([CH3:27])[CH:13]=[C:14]([NH:19][C:20]([O:22][C:23]([CH3:26])([CH3:25])[CH3:24])=[O:21])[C:15](OC)=[O:16])=O)C1C=CC=CC=1. The catalyst is CO.[Pd]. The product is [CH3:27][C:12]1([CH3:28])[NH:11][C:15](=[O:16])[CH:14]([NH:19][C:20](=[O:21])[O:22][C:23]([CH3:26])([CH3:25])[CH3:24])[CH2:13]1. The yield is 0.899. (3) The catalyst is C(O)C. The reactants are [CH2:1]([O:3][C:4](=[O:18])[CH:5]([C:9](=O)[C:10]1[CH:15]=[CH:14][C:13]([Br:16])=[CH:12][CH:11]=1)[C:6](=O)[CH3:7])[CH3:2].[CH3:19][NH:20][NH2:21].C1(C)C=CC(S(O)(=O)=O)=CC=1. The yield is 0.120. The product is [CH2:1]([O:3][C:4]([C:5]1[C:9]([C:10]2[CH:15]=[CH:14][C:13]([Br:16])=[CH:12][CH:11]=2)=[N:21][N:20]([CH3:19])[C:6]=1[CH3:7])=[O:18])[CH3:2].[CH2:1]([O:3][C:4]([C:5]1[C:6]([CH3:7])=[N:21][N:20]([CH3:19])[C:9]=1[C:10]1[CH:15]=[CH:14][C:13]([Br:16])=[CH:12][CH:11]=1)=[O:18])[CH3:2].